Dataset: Reaction yield outcomes from USPTO patents with 853,638 reactions. Task: Predict the reaction yield, written as a fraction of the theoretical maximum amount of product (1.0 means a 100% yield; for example, 0.34 means a 34% yield). (1) The reactants are [CH2:1]([NH:3][C:4](=[O:34])[O:5][C@H:6]1[CH2:11][CH2:10][C@H:9]([C:12]2[CH:17]=[CH:16][C:15]([O:18][Si](C(C)(C)C)(C)C)=[CH:14][C:13]=2[O:26][Si](C(C)(C)C)(C)C)[CH2:8][CH2:7]1)[CH3:2].[F-]. The catalyst is CO. The product is [CH2:1]([NH:3][C:4](=[O:34])[O:5][C@H:6]1[CH2:11][CH2:10][C@H:9]([C:12]2[CH:17]=[CH:16][C:15]([OH:18])=[CH:14][C:13]=2[OH:26])[CH2:8][CH2:7]1)[CH3:2]. The yield is 0.870. (2) The reactants are [CH3:1][NH:2][C:3]1[N:8]=[C:7]([C:9]2[S:10][C:11]3[CH:19]=[CH:18][CH:17]=[CH:16][C:12]=3[C:13](=[O:15])[N:14]=2)[CH:6]=[CH:5][CH:4]=1.[CH:20]1([C:26](Cl)=[O:27])[CH2:25][CH2:24][CH2:23][CH2:22][CH2:21]1.CN(C)C(=O)C. The catalyst is O. The product is [CH3:1][N:2]([C:3]1[CH:4]=[CH:5][CH:6]=[C:7]([C:9]2[S:10][C:11]3[CH:19]=[CH:18][CH:17]=[CH:16][C:12]=3[C:13](=[O:15])[N:14]=2)[N:8]=1)[C:26]([CH:20]1[CH2:25][CH2:24][CH2:23][CH2:22][CH2:21]1)=[O:27]. The yield is 0.710. (3) The reactants are [N:1]([C:4]1[N:13]=[CH:12][CH:11]=[C:10]2[C:5]=1[CH:6]=[CH:7][CH:8]=[N:9]2)=[N+]=[N-].O.O.Cl[Sn]Cl.Cl.C([O-])(O)=O.[Na+]. The catalyst is CO. The product is [N:9]1[C:10]2[CH:11]=[CH:12][N:13]=[C:4]([NH2:1])[C:5]=2[CH:6]=[CH:7][CH:8]=1. The yield is 0.810. (4) The product is [CH3:15][O:14][C:11]1[N:10]=[CH:9][C:8]([CH2:7][C:6]2[C:5](=[O:16])[NH:21][C:22](=[S:23])[NH:24][CH:17]=2)=[CH:13][CH:12]=1. The catalyst is COCCOC. The reactants are [H-].[Na+].CO[C:5](=[O:16])[CH2:6][CH2:7][C:8]1[CH:9]=[N:10][C:11]([O:14][CH3:15])=[CH:12][CH:13]=1.[CH:17](OC)=O.[NH2:21][C:22]([NH2:24])=[S:23]. The yield is 0.498. (5) The reactants are Cl.[CH3:2][NH:3][CH2:4][CH2:5][NH:6][S:7]([C:10]1[CH:15]=[C:14]([S:16]([C:19]2[CH:24]=[CH:23][CH:22]=[CH:21][CH:20]=2)(=[O:18])=[O:17])[CH:13]=[CH:12][C:11]=1[C:25]([F:28])([F:27])[F:26])(=[O:9])=[O:8].[C:29]([O:33][CH2:34][CH3:35])(=[O:32])[CH:30]=[CH2:31].C(N(C(C)C)CC)(C)C. The catalyst is C(Cl)(Cl)Cl. The product is [CH3:2][N:3]([CH2:4][CH2:5][NH:6][S:7]([C:10]1[CH:15]=[C:14]([S:16]([C:19]2[CH:24]=[CH:23][CH:22]=[CH:21][CH:20]=2)(=[O:18])=[O:17])[CH:13]=[CH:12][C:11]=1[C:25]([F:28])([F:26])[F:27])(=[O:9])=[O:8])[CH2:31][CH2:30][C:29]([O:33][CH2:34][CH3:35])=[O:32]. The yield is 0.880. (6) The reactants are Br[C:2]1[S:6][C:5]([NH:7][C:8]([NH:10][C:11]2[CH:16]=[CH:15][C:14]([CH3:17])=[CH:13][C:12]=2[C:18]([CH:20]2[CH2:24][CH2:23][CH2:22][CH2:21]2)=[O:19])=[O:9])=[N:4][CH:3]=1.[CH3:25][N:26]([CH3:30])[CH2:27][CH2:28][SH:29]. No catalyst specified. The product is [CH:20]1([C:18]([C:12]2[CH:13]=[C:14]([CH3:17])[CH:15]=[CH:16][C:11]=2[NH:10][C:8]([NH:7][C:5]2[S:6][C:2]([S:29][CH2:28][CH2:27][N:26]([CH3:30])[CH3:25])=[CH:3][N:4]=2)=[O:9])=[O:19])[CH2:24][CH2:23][CH2:22][CH2:21]1. The yield is 0.300.